Dataset: Experimentally validated miRNA-target interactions with 360,000+ pairs, plus equal number of negative samples. Task: Binary Classification. Given a miRNA mature sequence and a target amino acid sequence, predict their likelihood of interaction. (1) The miRNA is hsa-miR-125a-5p with sequence UCCCUGAGACCCUUUAACCUGUGA. Result: 1 (interaction). The protein sequence of the target gene is MSQTAMSETYDFLFKFLVIGNAGTGKSCLLHQFIEKKFKDDSNHTIGVEFGSKIINVGGKYVKLQIWDTAGQERFRSVTRSYYRGAAGALLVYDITSRETYNALTNWLTDARMLASQNIVIILCGNKKDLDADREVTFLEASRFAQENELMFLETSALTGENVEEAFVQCARKILNKIESGELDPERMGSGIQYGDAALRQLRSPRRAQAPNAQECGC. (2) The miRNA is hsa-miR-4668-3p with sequence GAAAAUCCUUUUUGUUUUUCCAG. The protein sequence of the target gene is MMYSPICLTQDEFHPFIEALLPHVRAIAYTWFNLQARKRKYFKKHEKRMSKDEERAVKDELLSEKPEIKQKWASRLLAKLRKDIRQEYREDFVLTVTGKKHPCCVLSNPDQKGKIRRIDCLRQADKVWRLDLVMVILFKGIPLESTDGERLMKSPHCTNPALCVQPHHITVSVKELDLFLAYYVQEQDSGQSGSPSHNDPAKNPPGYLEDSFVKSGVFNVSELVRVSRTPITQGTGVNFPIGEIPSQPYYHDMNSGVNLQRSLSSPPSSKRPKTISIDENMEPSPTGDFYPSPSSPAAGS.... Result: 1 (interaction).